This data is from Orexin1 receptor HTS with 218,158 compounds and 233 confirmed actives. The task is: Binary Classification. Given a drug SMILES string, predict its activity (active/inactive) in a high-throughput screening assay against a specified biological target. (1) The result is 0 (inactive). The compound is O=C1N(CCC1)c1ccc(C(=O)N(CCC(C)C)c2c(n(Cc3ccccc3)c(=O)[nH]c2=O)N)cc1. (2) The molecule is s1c(nc(c2ccccc2)c1)NC(=O)c1sccc1. The result is 0 (inactive). (3) The compound is Clc1cc(S(=O)(=O)Nc2c(N3CCOCC3)cc3n(c(=O)c(=O)n(c3c2)C)C)ccc1F. The result is 0 (inactive). (4) The molecule is O=c1c2c3n(CCN(C3CC2)CC#N)c2c1cc(cc2)C. The result is 0 (inactive).